Dataset: Forward reaction prediction with 1.9M reactions from USPTO patents (1976-2016). Task: Predict the product of the given reaction. (1) Given the reactants [NH2:1][CH2:2][C:3]1[C:11]2[S:10](=[O:13])(=[O:12])[N:9]=[C:8]([C:14]3[C:15](=[O:30])[N:16]([NH:25][CH2:26][CH:27]4[CH2:29][CH2:28]4)[C:17]4[C:22]([C:23]=3[OH:24])=[CH:21][CH:20]=[CH:19][CH:18]=4)[NH:7][C:6]=2[S:5][CH:4]=1.C(N(CC)CC)C.[CH2:38]([S:41](Cl)(=[O:43])=[O:42])[CH2:39][CH3:40], predict the reaction product. The product is: [CH:27]1([CH2:26][NH:25][N:16]2[C:17]3[C:22](=[CH:21][CH:20]=[CH:19][CH:18]=3)[C:23]([OH:24])=[C:14]([C:8]3[NH:7][C:6]4[S:5][CH:4]=[C:3]([CH2:2][NH:1][S:41]([CH2:38][CH2:39][CH3:40])(=[O:43])=[O:42])[C:11]=4[S:10](=[O:12])(=[O:13])[N:9]=3)[C:15]2=[O:30])[CH2:28][CH2:29]1. (2) Given the reactants [F:1][C:2]([F:16])([F:15])[C:3]1[CH:14]=[CH:13][C:6]([CH2:7][CH:8]([C:11]#[N:12])[C:9]#[N:10])=[CH:5][CH:4]=1.[H-].[Na+].Br[CH2:20][CH2:21][CH2:22][Cl:23], predict the reaction product. The product is: [Cl:23][CH2:22][CH2:21][CH2:20][C:8]([CH2:7][C:6]1[CH:5]=[CH:4][C:3]([C:2]([F:15])([F:16])[F:1])=[CH:14][CH:13]=1)([C:11]#[N:12])[C:9]#[N:10]. (3) Given the reactants C([O:4][C@H:5]1[C@H:10]([O:11]C(=O)C)[C@@H:9]([O:15]C(=O)C)[C@@H:8]([O:19][C@H:20]2[C@@H:25]([O:26][CH3:27])[C@@H:24]([NH:28][C:29]3[C:46](=[O:47])[C:45]4[CH:44]=[C:43]5[C:34]([C:35](=[O:63])[C@@:36]6([O:61][CH3:62])[C@@:41]([OH:49])([C:42]5=[O:48])[C:40]5[C:50]([OH:59])=[C:51]([C:55]([O:57][CH3:58])=[O:56])[C:52]([CH3:54])=[CH:53][C:39]=5[CH2:38][C@H:37]6[OH:60])=[C:33]([OH:64])[C:32]=4[C:31](=[O:65])[CH:30]=3)[O:23][C@@H:22]([CH3:66])[C@@H:21]2[O:67][CH3:68])[O:7][C@@H:6]1[CH2:69][O:70]C(=O)C)(=O)C.C(=O)([O-])[O-].[K+].[K+], predict the reaction product. The product is: [CH3:27][O:26][C@@H:25]1[C@H:20]([O:19][C@H:8]2[C@H:9]([OH:15])[C@@H:10]([OH:11])[C@H:5]([OH:4])[C@@H:6]([CH2:69][OH:70])[O:7]2)[C@@H:21]([O:67][CH3:68])[C@H:22]([CH3:66])[O:23][C@@H:24]1[NH:28][C:29]1[C:46](=[O:47])[C:45]2[CH:44]=[C:43]3[C:34]([C:35](=[O:63])[C@@:36]4([O:61][CH3:62])[C@@:41]([OH:49])([C:42]3=[O:48])[C:40]3[C:50]([OH:59])=[C:51]([C:55]([O:57][CH3:58])=[O:56])[C:52]([CH3:54])=[CH:53][C:39]=3[CH2:38][C@H:37]4[OH:60])=[C:33]([OH:64])[C:32]=2[C:31](=[O:65])[CH:30]=1. (4) The product is: [C:27]([O:10][CH2:11][CH2:12][C:13]([F:24])([F:25])[C:14]([F:22])([F:23])[C:15]([F:20])([F:21])[C:16]([F:17])([F:18])[F:19])(=[S:29])[CH3:28]. Given the reactants C1(C)C=CC(S([O:10][CH2:11][CH2:12][C:13]([F:25])([F:24])[C:14]([F:23])([F:22])[C:15]([F:21])([F:20])[C:16]([F:19])([F:18])[F:17])(=O)=O)=CC=1.[C:27]([O-])(=[S:29])[CH3:28].[K+].Cl, predict the reaction product. (5) The product is: [CH:1]1([N:7]2[C:8]([OH:37])=[C:9]([C:24]([NH:29][CH2:30][C:31]3[CH:32]=[N:33][CH:34]=[CH:35][CH:36]=3)=[O:26])[C:10]([OH:23])=[C:11]([C:14]([NH:16][CH2:17][C:18]([OH:20])=[O:19])=[O:15])[C:12]2=[O:13])[CH2:6][CH2:5][CH2:4][CH2:3][CH2:2]1. Given the reactants [CH:1]1([N:7]2[C:12](=[O:13])[C:11]([C:14]([NH:16][CH2:17][C:18]([O:20]CC)=[O:19])=[O:15])=[C:10]([OH:23])[C:9]([C:24]([O:26]C)=O)=[C:8]2O)[CH2:6][CH2:5][CH2:4][CH2:3][CH2:2]1.[NH2:29][CH2:30][C:31]1[CH:32]=[N:33][CH:34]=[CH:35][CH:36]=1.[OH2:37], predict the reaction product. (6) Given the reactants [CH3:1][CH:2]1[CH2:8][C:7](=O)[NH:6][C:5]2[CH:10]=[CH:11][CH:12]=[CH:13][C:4]=2[NH:3]1.P12(SP3(SP(SP(S3)(S1)=S)(=S)S2)=S)=[S:15].O, predict the reaction product. The product is: [CH3:1][CH:2]1[CH2:8][C:7](=[S:15])[NH:6][C:5]2[CH:10]=[CH:11][CH:12]=[CH:13][C:4]=2[NH:3]1. (7) Given the reactants [OH:1][C@H:2]([C:5]1[CH:10]=[CH:9][CH:8]=[CH:7][C:6]=1[C@H:11]([OH:14])[CH2:12][CH3:13])[CH2:3][CH3:4].N1C=CC=CC=1.[C:21]1([P:27](Cl)(Cl)=[O:28])[CH:26]=[CH:25][CH:24]=[CH:23][CH:22]=1.Cl.[NH+]1C=CC=CC=1.Cl, predict the reaction product. The product is: [CH2:3]([C@@H:2]1[C:5]2[CH:10]=[CH:9][CH:8]=[CH:7][C:6]=2[C@H:11]([CH2:12][CH3:13])[O:14][P:27](=[O:28])([C:21]2[CH:26]=[CH:25][CH:24]=[CH:23][CH:22]=2)[O:1]1)[CH3:4]. (8) Given the reactants [ClH:1].C(N(CC)CCNC(C1C=CC2C(=CC=C(I)C=2)C=1)=O)C.[CH2:23]([N:25]([CH2:47][CH3:48])[CH2:26][CH2:27][NH:28][C:29]([C:31]1[C:44]2[NH:43][C:42]3[C:37](=[CH:38][CH:39]=[CH:40][CH:41]=3)[C:36](=[O:45])[C:35]=2[C:34]([I:46])=[CH:33][CH:32]=1)=[O:30])[CH3:24].[K+].[Br-], predict the reaction product. The product is: [ClH:1].[CH2:47]([N:25]([CH2:23][CH3:24])[CH2:26][CH2:27][NH:28][C:29]([C:31]1[C:44]2[NH:43][C:42]3[C:37](=[CH:38][CH:39]=[CH:40][CH:41]=3)[C:36](=[O:45])[C:35]=2[C:34]([I:46])=[CH:33][CH:32]=1)=[O:30])[CH3:48].